Predict the product of the given reaction. From a dataset of Forward reaction prediction with 1.9M reactions from USPTO patents (1976-2016). (1) Given the reactants [CH3:1][O:2][C:3]1[C:8]2[C:9](=[O:18])[NH:10][N:11]([C:12]3[CH:17]=[CH:16][CH:15]=[CH:14][CH:13]=3)[C:7]=2[CH:6]=[CH:5][N:4]=1.N1C=CC=CC=1.[F:25][C:26]([F:39])([F:38])[S:27](O[S:27]([C:26]([F:39])([F:38])[F:25])(=[O:29])=[O:28])(=[O:29])=[O:28].[Cl-].[NH4+], predict the reaction product. The product is: [F:25][C:26]([F:39])([F:38])[S:27]([O:18][C:9]1[C:8]2[C:3]([O:2][CH3:1])=[N:4][CH:5]=[CH:6][C:7]=2[N:11]([C:12]2[CH:17]=[CH:16][CH:15]=[CH:14][CH:13]=2)[N:10]=1)(=[O:29])=[O:28]. (2) Given the reactants C(=O)C.[C:4]1(=[O:18])[N:8]([CH2:9][CH2:10][CH:11]=[O:12])[C:7](=[O:13])[C:6]2=CC=CC=[C:5]12, predict the reaction product. The product is: [C:4]1(=[O:18])[N:8]([CH2:9][CH2:10][CH:11]=[O:12])[C:7](=[O:13])[CH2:6][CH2:5]1. (3) Given the reactants [Br:1][C:2]1[CH:11]=[C:10]([C:12]([NH:14][N:15]=[C:16]([C:18]2[C:22]([OH:23])=[C:21]([C:24]3[CH:29]=[CH:28][C:27]([C:30]([CH3:33])([CH3:32])[CH3:31])=[CH:26][CH:25]=3)[N:20]([CH3:34])[N:19]=2)[CH3:17])=[O:13])[CH:9]=[CH:8][C:3]=1[C:4]([O:6]C)=[O:5].CO.[OH-].[Na+].Cl, predict the reaction product. The product is: [Br:1][C:2]1[CH:11]=[C:10]([C:12]([NH:14][N:15]=[C:16]([C:18]2[C:22]([OH:23])=[C:21]([C:24]3[CH:25]=[CH:26][C:27]([C:30]([CH3:33])([CH3:32])[CH3:31])=[CH:28][CH:29]=3)[N:20]([CH3:34])[N:19]=2)[CH3:17])=[O:13])[CH:9]=[CH:8][C:3]=1[C:4]([OH:6])=[O:5].